Task: Predict the reaction yield, written as a fraction of the theoretical maximum amount of product (1.0 means a 100% yield; for example, 0.34 means a 34% yield).. Dataset: Reaction yield outcomes from USPTO patents with 853,638 reactions The reactants are Cl[C:2]1[C:11]([C:12]([OH:14])=[O:13])=[CH:10][C:9]2[C:4](=[CH:5][CH:6]=[C:7]([Cl:15])[CH:8]=2)[N:3]=1.[NH2:16][C@@H:17]([C:28]([OH:30])=[O:29])[CH2:18][C:19]1[C:27]2[C:22](=[CH:23][CH:24]=[CH:25][CH:26]=2)[NH:21][CH:20]=1.CC#N. The catalyst is O. The product is [C:28]([C@H:17]([NH:16][C:2]1[C:11]([C:12]([OH:14])=[O:13])=[CH:10][C:9]2[C:4](=[CH:5][CH:6]=[C:7]([Cl:15])[CH:8]=2)[N:3]=1)[CH2:18][C:19]1[C:27]2[C:22](=[CH:23][CH:24]=[CH:25][CH:26]=2)[NH:21][CH:20]=1)([OH:30])=[O:29]. The yield is 0.170.